Predict which catalyst facilitates the given reaction. From a dataset of Catalyst prediction with 721,799 reactions and 888 catalyst types from USPTO. Reactant: [N:1]1[C:10]2[C:5](=[CH:6][C:7]([C:11]3([C:14]4[N:18]5[N:19]=[C:20]([C:23]6[CH:28]=[CH:27][C:26]([C:29]7[CH2:30][CH2:31][N:32](C(OC(C)(C)C)=O)[CH2:33][CH:34]=7)=[CH:25][CH:24]=6)[CH:21]=[N:22][C:17]5=[N:16][CH:15]=4)[CH2:13][CH2:12]3)=[CH:8][CH:9]=2)[CH:4]=[CH:3][CH:2]=1.[ClH:42]. Product: [ClH:42].[NH:32]1[CH2:33][CH:34]=[C:29]([C:26]2[CH:25]=[CH:24][C:23]([C:20]3[CH:21]=[N:22][C:17]4[N:18]([C:14]([C:11]5([C:7]6[CH:6]=[C:5]7[C:10](=[CH:9][CH:8]=6)[N:1]=[CH:2][CH:3]=[CH:4]7)[CH2:13][CH2:12]5)=[CH:15][N:16]=4)[N:19]=3)=[CH:28][CH:27]=2)[CH2:30][CH2:31]1. The catalyst class is: 12.